This data is from Reaction yield outcomes from USPTO patents with 853,638 reactions. The task is: Predict the reaction yield, written as a fraction of the theoretical maximum amount of product (1.0 means a 100% yield; for example, 0.34 means a 34% yield). (1) The reactants are [Br:1][C:2]1[CH:3]=[C:4]2[O:8][C:7]([C:9]3[CH:14]=[CH:13][C:12]([CH3:15])=[CH:11][CH:10]=3)=[N:6][C:5]2=[C:16]([C:18](O)=[O:19])[CH:17]=1.Cl.C(N=C=NCCCN(C)C)C.ON1C2C=CC=CC=2N=N1.Cl.Cl.[NH2:45][CH:46]1[CH:51]2[CH2:52][CH2:53][N:48]([CH2:49][CH2:50]2)[CH2:47]1.C(N(CC)CC)C. The catalyst is CN(C=O)C.C(OCC)(=O)C. The product is [N:48]12[CH2:53][CH2:52][CH:51]([CH2:50][CH2:49]1)[CH:46]([NH:45][C:18]([C:16]1[CH:17]=[C:2]([Br:1])[CH:3]=[C:4]3[O:8][C:7]([C:9]4[CH:14]=[CH:13][C:12]([CH3:15])=[CH:11][CH:10]=4)=[N:6][C:5]=13)=[O:19])[CH2:47]2. The yield is 0.540. (2) The catalyst is CC(C)=O. The product is [CH3:1][O:2][C:3](=[O:22])[CH:4]([CH:11]1[CH2:16][CH2:15][CH2:14][CH2:13][N:12]1[C:17]([O:19][CH2:20][I:23])=[O:18])[C:5]1[CH:10]=[CH:9][CH:8]=[CH:7][CH:6]=1. The reactants are [CH3:1][O:2][C:3](=[O:22])[CH:4]([CH:11]1[CH2:16][CH2:15][CH2:14][CH2:13][N:12]1[C:17]([O:19][CH2:20]Cl)=[O:18])[C:5]1[CH:10]=[CH:9][CH:8]=[CH:7][CH:6]=1.[I-:23].[Na+]. The yield is 0.730. (3) The reactants are I[C:2]1[CH:3]=[C:4]([O:21][C:22]([F:25])([F:24])[F:23])[CH:5]=[C:6]2[C:11]=1[O:10][CH:9]([C:12]([F:15])([F:14])[F:13])[C:8]([C:16]([O:18][CH2:19][CH3:20])=[O:17])=[CH:7]2.[N:26]1[CH:31]=[CH:30][CH:29]=[C:28]([C:32]#[CH:33])[CH:27]=1. The catalyst is C1(C)C=CC=CC=1.[Cu]I.C1C=CC(P(C2C=CC=CC=2)[C-]2C=CC=C2)=CC=1.C1C=CC(P(C2C=CC=CC=2)[C-]2C=CC=C2)=CC=1.Cl[Pd]Cl.[Fe+2].C(Cl)Cl. The product is [N:26]1[CH:31]=[CH:30][CH:29]=[C:28]([C:32]#[C:33][C:2]2[CH:3]=[C:4]([O:21][C:22]([F:24])([F:23])[F:25])[CH:5]=[C:6]3[C:11]=2[O:10][CH:9]([C:12]([F:14])([F:15])[F:13])[C:8]([C:16]([O:18][CH2:19][CH3:20])=[O:17])=[CH:7]3)[CH:27]=1. The yield is 0.720. (4) The reactants are [Cl:1][C:2]1[CH:7]=[C:6]([N+:8]([O-])=O)[C:5]([O:11][CH2:12][CH3:13])=[CH:4][C:3]=1[O:14][CH2:15][CH3:16]. The catalyst is CCO.CCOC(C)=O.[Pd]. The product is [Cl:1][C:2]1[C:3]([O:14][CH2:15][CH3:16])=[CH:4][C:5]([O:11][CH2:12][CH3:13])=[C:6]([CH:7]=1)[NH2:8]. The yield is 0.290. (5) The reactants are [CH2:1]([O:8][C:9]1[CH:10]=[C:11]([CH2:15][CH2:16][NH:17][CH2:18][CH:19]2[CH2:21][CH2:20]2)[CH:12]=[CH:13][CH:14]=1)[C:2]1[CH:7]=[CH:6][CH:5]=[CH:4][CH:3]=1.C(N(CC)CC)C.[Cl:29][CH2:30][C:31]([NH:33][CH3:34])=[O:32]. The catalyst is CN(C)C=O.Cl.C(OCC)(=O)C. The product is [ClH:29].[CH2:1]([O:8][C:9]1[CH:10]=[C:11]([CH2:15][CH2:16][N:17]([CH2:18][CH:19]2[CH2:21][CH2:20]2)[CH2:30][C:31]([NH:33][CH3:34])=[O:32])[CH:12]=[CH:13][CH:14]=1)[C:2]1[CH:3]=[CH:4][CH:5]=[CH:6][CH:7]=1. The yield is 0.800. (6) The reactants are [C:1](OC(=O)C)(=[O:3])[CH3:2].[CH:8]([O:11][C:12]([N:14]1[C:23]2[C:18](=[N:19][C:20]([O:24][CH3:25])=[CH:21][CH:22]=2)[C@H:17]([NH:26][CH2:27][C:28]2[CH:33]=[C:32]([C:34]([F:37])([F:36])[F:35])[CH:31]=[C:30]([C:38]([F:41])([F:40])[F:39])[CH:29]=2)[CH2:16][C@@H:15]1[CH2:42][CH3:43])=[O:13])([CH3:10])[CH3:9].N1C=CC=CC=1. The catalyst is ClCCl. The product is [CH:8]([O:11][C:12]([N:14]1[C:23]2[C:18](=[N:19][C:20]([O:24][CH3:25])=[CH:21][CH:22]=2)[C@H:17]([N:26]([C:1](=[O:3])[CH3:2])[CH2:27][C:28]2[CH:33]=[C:32]([C:34]([F:35])([F:36])[F:37])[CH:31]=[C:30]([C:38]([F:41])([F:40])[F:39])[CH:29]=2)[CH2:16][C@@H:15]1[CH2:42][CH3:43])=[O:13])([CH3:10])[CH3:9]. The yield is 0.780.